This data is from Catalyst prediction with 721,799 reactions and 888 catalyst types from USPTO. The task is: Predict which catalyst facilitates the given reaction. (1) Reactant: S(Cl)(Cl)=[O:2].[C:5]1([CH3:11])[CH:10]=[CH:9][CH:8]=[CH:7][CH:6]=1.[CH2:12]([NH2:16])[CH:13]([CH3:15])[CH3:14].C(N(CC)CC)C.[CH3:24][CH2:25][CH2:26]CCCC. Product: [CH3:24]/[CH:25]=[CH:26]/[CH:6]=[CH:7]\[CH2:8][CH2:9]/[CH:10]=[CH:5]/[C:11]([NH:16][CH2:12][CH:13]([CH3:15])[CH3:14])=[O:2]. The catalyst class is: 9. (2) Reactant: [CH2:1]([N:3]1[CH2:8][CH:7]=[C:6]([C:9]2[CH:14]=[CH:13][CH:12]=[C:11]([C:15]([F:18])([F:17])[F:16])[C:10]=2[F:19])[CH2:5][CH2:4]1)[CH3:2].Cl. Product: [F:19][C:10]1[C:11]([C:15]([F:16])([F:17])[F:18])=[CH:12][CH:13]=[CH:14][C:9]=1[CH:6]1[CH2:7][CH2:8][N:3]([CH2:1][CH3:2])[CH2:4][CH2:5]1. The catalyst class is: 43. (3) Reactant: Br.[F:2][C:3]1[CH:31]=[CH:30][C:6]([O:7][CH2:8][CH2:9][CH2:10][N:11]2[C:15]3[CH:16]=[CH:17][CH:18]=[CH:19][C:14]=3[N:13]([CH2:20][C:21]3[CH:28]=[CH:27][C:24]([CH:25]=O)=[CH:23][CH:22]=3)[C:12]2=[NH:29])=[CH:5][CH:4]=1.C(O[BH-](OC(=O)C)OC(=O)C)(=O)C.[Na+].[Cl:46][C:47]1[CH:59]=[CH:58][CH:57]=[CH:56][C:48]=1[CH2:49][N:50]1[CH2:55][CH2:54][NH:53][CH2:52][CH2:51]1. Product: [Cl:46][C:47]1[CH:59]=[CH:58][CH:57]=[CH:56][C:48]=1[CH2:49][N:50]1[CH2:51][CH2:52][N:53]([CH2:25][C:24]2[CH:23]=[CH:22][C:21]([CH2:20][N:13]3[C:14]4[CH:19]=[CH:18][CH:17]=[CH:16][C:15]=4[N:11]([CH2:10][CH2:9][CH2:8][O:7][C:6]4[CH:5]=[CH:4][C:3]([F:2])=[CH:31][CH:30]=4)[C:12]3=[NH:29])=[CH:28][CH:27]=2)[CH2:54][CH2:55]1. The catalyst class is: 26. (4) Reactant: [Br:1][C:2]1[CH:3]=[C:4]([C:8](=O)[CH3:9])[CH:5]=[CH:6][CH:7]=1.BrBr.[NH2:13][C:14]1[CH:19]=[CH:18][CH:17]=[CH:16][N:15]=1.C(=O)([O-])O.[Na+]. Product: [Br:1][C:2]1[CH:3]=[C:4]([C:8]2[N:13]=[C:14]3[CH:19]=[CH:18][CH:17]=[CH:16][N:15]3[CH:9]=2)[CH:5]=[CH:6][CH:7]=1. The catalyst class is: 211. (5) Reactant: [F:1][C:2]1[CH:3]=[C:4]([C:11](=[O:13])[CH3:12])[CH:5]=[C:6]([F:10])[C:7]=1[S:8][CH3:9].[Br:14]Br.O. Product: [Br:14][CH2:12][C:11]([C:4]1[CH:3]=[C:2]([F:1])[C:7]([S:8][CH3:9])=[C:6]([F:10])[CH:5]=1)=[O:13]. The catalyst class is: 570. (6) Reactant: [CH3:1][C:2]1[NH:3][C:4]2[C:9]([CH:10]=1)=[CH:8][CH:7]=[C:6]([N+:11]([O-:13])=[O:12])[CH:5]=2.C[Si](C)(C)[N-][Si](C)(C)C.[Na+].I[CH2:25][CH3:26].C(OCC)(=O)C. Product: [CH2:25]([N:3]1[C:4]2[C:9](=[CH:8][CH:7]=[C:6]([N+:11]([O-:13])=[O:12])[CH:5]=2)[CH:10]=[C:2]1[CH3:1])[CH3:26]. The catalyst class is: 3. (7) Product: [C:1]1([O:7][C:8]2[CH:13]=[CH:12][CH:11]=[CH:10][C:9]=2[CH2:14][N:15]2[CH:19]=[CH:18][C:17]([C:20]([OH:22])=[O:21])=[N:16]2)[CH:2]=[CH:3][CH:4]=[CH:5][CH:6]=1. The catalyst class is: 5. Reactant: [C:1]1([O:7][C:8]2[CH:13]=[CH:12][CH:11]=[CH:10][C:9]=2[CH2:14][N:15]2[CH:19]=[CH:18][C:17]([C:20]([O:22]CC)=[O:21])=[N:16]2)[CH:6]=[CH:5][CH:4]=[CH:3][CH:2]=1.[OH-].[Na+]. (8) Reactant: [CH2:1]([O:8][C:9]1[CH:10]=[CH:11][C:12]([CH:15]=O)=[N:13][CH:14]=1)[C:2]1[CH:7]=[CH:6][CH:5]=[CH:4][CH:3]=1.[Cl-].[CH2:18]([O:20][C:21]([CH:23]([P+](C1C=CC=CC=1)(C1C=CC=CC=1)C1C=CC=CC=1)[O:24][CH3:25])=[O:22])[CH3:19].[CH3:45]N(C)C(=N)N(C)C. Product: [CH2:18]([O:20][C:21](=[O:22])[C:23]([O:24][CH2:25][CH3:45])=[CH:15][C:12]1[CH:11]=[CH:10][C:9]([O:8][CH2:1][C:2]2[CH:3]=[CH:4][CH:5]=[CH:6][CH:7]=2)=[CH:14][N:13]=1)[CH3:19]. The catalyst class is: 22. (9) Reactant: [NH2:1][C:2]1[CH:30]=[CH:29][C:5]([O:6][C:7]2[CH:12]=[CH:11][N:10]=[C:9]3[CH:13]=[C:14]([C:16]4[CH2:21][CH2:20][N:19]([C:22]([O:24][C:25]([CH3:28])([CH3:27])[CH3:26])=[O:23])[CH2:18][CH:17]=4)[S:15][C:8]=23)=[C:4]([F:31])[CH:3]=1.[F:32][C:33]1[CH:38]=[CH:37][C:36]([N:39]2[C:44](=[O:45])[C:43]([C:46](O)=[O:47])=[CH:42][CH:41]=[N:40]2)=[CH:35][CH:34]=1.Cl.C(N=C=NCCCN(C)C)C.N1(O)C2C=CC=CC=2N=N1.C(N(C(C)C)C(C)C)C. Product: [F:31][C:4]1[CH:3]=[C:2]([NH:1][C:46]([C:43]2[C:44](=[O:45])[N:39]([C:36]3[CH:37]=[CH:38][C:33]([F:32])=[CH:34][CH:35]=3)[N:40]=[CH:41][CH:42]=2)=[O:47])[CH:30]=[CH:29][C:5]=1[O:6][C:7]1[CH:12]=[CH:11][N:10]=[C:9]2[CH:13]=[C:14]([C:16]3[CH2:21][CH2:20][N:19]([C:22]([O:24][C:25]([CH3:27])([CH3:28])[CH3:26])=[O:23])[CH2:18][CH:17]=3)[S:15][C:8]=12. The catalyst class is: 3.